From a dataset of Catalyst prediction with 721,799 reactions and 888 catalyst types from USPTO. Predict which catalyst facilitates the given reaction. (1) Reactant: S(S([O-])=O)([O-])=O.[Na+].[Na+].[NH4+].[OH-].[Cl:11][C:12]1[CH:17]=[CH:16][CH:15]=[C:14]([Cl:18])[C:13]=1[C:19]1[NH:20][C:21]([C:38]2[CH:43]=[CH:42][CH:41]=[CH:40][CH:39]=2)=[C:22]([C:24]2[N:29]=[C:28]([NH:30][CH2:31][CH:32]([CH3:34])[CH3:33])[C:27]([N+:35]([O-])=O)=[CH:26][CH:25]=2)[N:23]=1.O. Product: [Cl:11][C:12]1[CH:17]=[CH:16][CH:15]=[C:14]([Cl:18])[C:13]=1[C:19]1[NH:20][C:21]([C:38]2[CH:39]=[CH:40][CH:41]=[CH:42][CH:43]=2)=[C:22]([C:24]2[N:29]=[C:28]([NH:30][CH2:31][CH:32]([CH3:34])[CH3:33])[C:27]([NH2:35])=[CH:26][CH:25]=2)[N:23]=1. The catalyst class is: 49. (2) Reactant: [Cl:1][C:2]1[CH:7]=[CH:6][C:5]([CH:8]2[CH2:14][CH2:13][NH:12][C:11](=[O:15])[C:10]3[S:16][C:17]([I:19])=[CH:18][C:9]2=3)=[CH:4][CH:3]=1.[Li+].[CH3:21][Si]([N-][Si](C)(C)C)(C)C.CCCCCC.CI. Product: [Cl:1][C:2]1[CH:3]=[CH:4][C:5]([CH:8]2[CH2:14][CH2:13][N:12]([CH3:21])[C:11](=[O:15])[C:10]3[S:16][C:17]([I:19])=[CH:18][C:9]2=3)=[CH:6][CH:7]=1. The catalyst class is: 7. (3) Reactant: [N:1]([C:4]1[N:5]=[C:6]([N:15]2[CH2:20][CH2:19][N:18]([C:21]([O:23][C:24]([CH3:27])([CH3:26])[CH3:25])=[O:22])[CH2:17][CH2:16]2)[C:7]2[CH:12]=[C:11]([CH2:13][CH3:14])[S:10][C:8]=2[N:9]=1)=[N+]=[N-].CP(C)C. Product: [NH2:1][C:4]1[N:5]=[C:6]([N:15]2[CH2:20][CH2:19][N:18]([C:21]([O:23][C:24]([CH3:25])([CH3:27])[CH3:26])=[O:22])[CH2:17][CH2:16]2)[C:7]2[CH:12]=[C:11]([CH2:13][CH3:14])[S:10][C:8]=2[N:9]=1. The catalyst class is: 1. (4) Reactant: [C:1]([N:5]1[C:9]([C:10]2[CH:15]=[CH:14][C:13]([F:16])=[CH:12][CH:11]=2)=[C:8]([C:17]([O:19]CC)=O)[CH:7]=[N:6]1)([CH3:4])([CH3:3])[CH3:2].CC[N:24]=C=NCCCN(C)C.C1C=CC2N(O)N=NC=2C=1.[Cl-].[NH4+]. Product: [C:1]([N:5]1[C:9]([C:10]2[CH:15]=[CH:14][C:13]([F:16])=[CH:12][CH:11]=2)=[C:8]([C:17]([NH2:24])=[O:19])[CH:7]=[N:6]1)([CH3:4])([CH3:3])[CH3:2]. The catalyst class is: 18. (5) Reactant: C([O:3][C:4]([C:6]1[N:15]=[C:14]([C:16]2[CH:21]=[CH:20][C:19]([CH:22]([CH3:24])[CH3:23])=[CH:18][CH:17]=2)[C:13]2[C:8](=[CH:9][CH:10]=[C:11]([O:25][CH2:26][C:27]#[CH:28])[CH:12]=2)[N:7]=1)=O)C.[H-].[Al+3].[Li+].[H-].[H-].[H-]. Product: [CH:22]([C:19]1[CH:18]=[CH:17][C:16]([C:14]2[C:13]3[C:8](=[CH:9][CH:10]=[C:11]([O:25][CH2:26][C:27]#[CH:28])[CH:12]=3)[N:7]=[C:6]([CH2:4][OH:3])[N:15]=2)=[CH:21][CH:20]=1)([CH3:24])[CH3:23]. The catalyst class is: 1. (6) Reactant: [CH3:1][O:2][CH2:3][C:4]1[CH:5]=[C:6]2[C:11](=[CH:12][CH:13]=1)[CH:10]([C:14]([O:16]CC)=[O:15])[N:9]([C:19]([O:21][C:22]([CH3:25])([CH3:24])[CH3:23])=[O:20])[CH2:8][CH2:7]2.C1COCC1.O.[OH-].[Li+]. Product: [C:22]([O:21][C:19]([N:9]1[CH2:8][CH2:7][C:6]2[C:11](=[CH:12][CH:13]=[C:4]([CH2:3][O:2][CH3:1])[CH:5]=2)[CH:10]1[C:14]([OH:16])=[O:15])=[O:20])([CH3:25])([CH3:23])[CH3:24]. The catalyst class is: 5. (7) Reactant: [CH3:1][C@:2]1(O)[C@@H:16]2[C:11](=[C:12]([OH:31])[C@:13]3([OH:30])[C:21](=[O:22])[C:20]([C:23]([NH2:25])=[O:24])=[C:19]([OH:26])[C@@H:18]([N:27]([CH3:29])[CH3:28])[C@@H:14]3[C@H:15]2[OH:17])[C:9](=[O:10])[C:8]2[C:7]([OH:32])=[CH:6][CH:5]=[CH:4][C:3]1=2.[CH3:34][C:35]1[C:40]([NH:41][C:42]2[N:47]=[CH:46][CH:45]=[CH:44][C:43]=2[C:48]([OH:50])=[O:49])=[CH:39][CH:38]=[CH:37][C:36]=1[C:51]([F:54])([F:53])[F:52]. Product: [CH3:1][C@@H:2]1[C@@H:16]2[C:11](=[C:12]([OH:31])[C@:13]3([OH:30])[C:21](=[O:22])[C:20]([C:23]([NH2:25])=[O:24])=[C:19]([OH:26])[C@@H:18]([N:27]([CH3:28])[CH3:29])[C@@H:14]3[C@H:15]2[OH:17])[C:9](=[O:10])[C:8]2[C:7]([OH:32])=[CH:6][CH:5]=[CH:4][C:3]1=2.[CH3:34][C:35]1[C:40]([NH:41][C:42]2[N:47]=[CH:46][CH:45]=[CH:44][C:43]=2[C:48]([OH:50])=[O:49])=[CH:39][CH:38]=[CH:37][C:36]=1[C:51]([F:53])([F:52])[F:54]. The catalyst class is: 60. (8) Reactant: [O:1]1[C:6]2[CH:7]=[CH:8][CH:9]=[CH:10][C:5]=2[NH:4][C:3](=[O:11])[CH2:2]1.[Al+3].[Cl-].[Cl-].[Cl-].[C:16]1([CH2:22][C:23](Cl)=[O:24])[CH:21]=[CH:20][CH:19]=[CH:18][CH:17]=1. Product: [C:16]1([CH2:22][C:23]([C:9]2[CH:8]=[CH:7][C:6]3[O:1][CH2:2][C:3](=[O:11])[NH:4][C:5]=3[CH:10]=2)=[O:24])[CH:21]=[CH:20][CH:19]=[CH:18][CH:17]=1. The catalyst class is: 26. (9) Reactant: [C:1]([C:3]1[CH:30]=[CH:29][CH:28]=[CH:27][C:4]=1[O:5][C:6]1[C:7]([O:16][C:17]2[CH:18]=[N:19][C:20]([S:23]([CH3:26])(=[O:25])=[O:24])=[CH:21][CH:22]=2)=[CH:8][C:9]([N+:13]([O-])=O)=[C:10]([NH2:12])[CH:11]=1)#[N:2].[H][H]. Product: [C:1]([C:3]1[CH:30]=[CH:29][CH:28]=[CH:27][C:4]=1[O:5][C:6]1[CH:11]=[C:10]([NH2:12])[C:9]([NH2:13])=[CH:8][C:7]=1[O:16][C:17]1[CH:18]=[N:19][C:20]([S:23]([CH3:26])(=[O:24])=[O:25])=[CH:21][CH:22]=1)#[N:2]. The catalyst class is: 227.